Dataset: HIV replication inhibition screening data with 41,000+ compounds from the AIDS Antiviral Screen. Task: Binary Classification. Given a drug SMILES string, predict its activity (active/inactive) in a high-throughput screening assay against a specified biological target. (1) The molecule is CSc1snc2sc3c(Cl)nnnc3c12. The result is 0 (inactive). (2) The drug is O=C1CC2(CCNCC2)C(=O)N1N1CCCCC1. The result is 0 (inactive). (3) The compound is CN1OC2OC(=O)OC2C1C1OC(c2ccccc2)OC1(C)c1cc(OC(=O)c2ccccc2)ccc1OC(=O)c1ccccc1. The result is 0 (inactive). (4) The result is 0 (inactive). The compound is O=C1C(=Cc2ccc(Cl)cc2)Sc2scc(-c3cccc([N+](=O)[O-])c3)[n+]21.[Cl-]. (5) The compound is O=c1cc(C=Cc2ccccc2)c2ccc(OC(=Cc3ccccc3)c3nc4ccccc4c(=O)o3)cc2o1. The result is 0 (inactive). (6) The compound is COc1cc(C)c(O)c(C(=O)O)c1. The result is 0 (inactive). (7) The compound is CCC1([N+](=O)[O-])COP(N)(=O)OC1. The result is 0 (inactive).